From a dataset of Catalyst prediction with 721,799 reactions and 888 catalyst types from USPTO. Predict which catalyst facilitates the given reaction. (1) Reactant: [C:1]1([C:7]2[S:8][CH:9]=[C:10]([C:12]([C:14]3[CH:19]=[C:18]([O:20]C)[C:17]([O:22]C)=[C:16]([O:24]C)[CH:15]=3)=[O:13])[N:11]=2)[CH:6]=[CH:5][CH:4]=[CH:3][CH:2]=1.B(Br)(Br)Br. Product: [C:1]1([C:7]2[S:8][CH:9]=[C:10]([C:12]([C:14]3[CH:19]=[C:18]([OH:20])[C:17]([OH:22])=[C:16]([OH:24])[CH:15]=3)=[O:13])[N:11]=2)[CH:6]=[CH:5][CH:4]=[CH:3][CH:2]=1. The catalyst class is: 2. (2) Reactant: O[C:2]1[C:3]([N+:12]([O-:14])=[O:13])=[C:4]([CH:8]=[CH:9][C:10]=1[CH3:11])[C:5]([OH:7])=[O:6].[C:15]([O-])([O-])=O.[K+].[K+].CI.C(Cl)Cl.[CH3:26][OH:27]. Product: [CH3:26][O:27][C:2]1[C:3]([N+:12]([O-:14])=[O:13])=[C:4]([CH:8]=[CH:9][C:10]=1[CH3:11])[C:5]([O:7][CH3:15])=[O:6]. The catalyst class is: 18. (3) The catalyst class is: 34. Reactant: S([O:8][S:9]([C:12]([F:15])([F:14])[F:13])(=[O:11])=[O:10])(C(F)(F)F)(=O)=O.[F:16][C:17]([F:26])([F:25])[C:18]1[N:23]=[CH:22][C:21](O)=[CH:20][N:19]=1.CCN(C(C)C)C(C)C.P(=O)(O)(O)O. Product: [F:15][C:12]([F:13])([F:14])[S:9]([O:8][C:21]1[CH:20]=[N:19][C:18]([C:17]([F:26])([F:25])[F:16])=[N:23][CH:22]=1)(=[O:10])=[O:11]. (4) Reactant: [N:1]1[C:5]2[C:6]3[CH2:7][CH2:8][C:9](=[O:13])[C:10]=3[CH:11]=[CH:12][C:4]=2[NH:3][N:2]=1.[F:14][C:15]1[CH:22]=[CH:21][C:18]([CH:19]=O)=[CH:17][CH:16]=1.C[O-].[Na+].CO.Cl. Product: [F:14][C:15]1[CH:22]=[CH:21][C:18]([CH:19]=[C:8]2[CH2:7][C:6]3[C:5]4[N:1]=[N:2][NH:3][C:4]=4[CH:12]=[CH:11][C:10]=3[C:9]2=[O:13])=[CH:17][CH:16]=1. The catalyst class is: 88.